This data is from Reaction yield outcomes from USPTO patents with 853,638 reactions. The task is: Predict the reaction yield, written as a fraction of the theoretical maximum amount of product (1.0 means a 100% yield; for example, 0.34 means a 34% yield). (1) The reactants are [F:1][C:2]1[CH:3]=[C:4]([C@H:8]2[CH2:12][CH2:11][CH2:10][N:9]2[C:13]2[CH:18]=[CH:17][N:16]3[N:19]=[CH:20][C:21]([C:22](O)=[O:23])=[C:15]3[N:14]=2)[CH:5]=[N:6][CH:7]=1.[CH3:25][S:26]([N:29]1[CH2:34][CH2:33][CH:32]([NH2:35])[CH2:31][CH2:30]1)(=[O:28])=[O:27]. No catalyst specified. The product is [F:1][C:2]1[CH:3]=[C:4]([C@H:8]2[CH2:12][CH2:11][CH2:10][N:9]2[C:13]2[CH:18]=[CH:17][N:16]3[N:19]=[CH:20][C:21]([C:22]([NH:35][CH:32]4[CH2:33][CH2:34][N:29]([S:26]([CH3:25])(=[O:28])=[O:27])[CH2:30][CH2:31]4)=[O:23])=[C:15]3[N:14]=2)[CH:5]=[N:6][CH:7]=1. The yield is 1.00. (2) The reactants are [Br:1][C:2]1[CH:7]=[CH:6][C:5]([CH:8]([OH:13])[C:9]([CH3:12])([CH3:11])[CH3:10])=[CH:4][CH:3]=1.[Si:14](Cl)([C:17]([CH3:20])([CH3:19])[CH3:18])([CH3:16])[CH3:15]. The catalyst is CN(C)C=O. The product is [Br:1][C:2]1[CH:3]=[CH:4][C:5]([CH:8]([O:13][Si:14]([C:17]([CH3:20])([CH3:19])[CH3:18])([CH3:16])[CH3:15])[C:9]([CH3:10])([CH3:12])[CH3:11])=[CH:6][CH:7]=1. The yield is 0.970. (3) The reactants are [CH3:1][O:2][CH:3]([O:8][CH3:9])[CH2:4][CH2:5][CH2:6][NH2:7].[C:10]([N:17]1C=CN=C1)(N1C=CN=C1)=[O:11].CCN(C(C)C)C(C)C.Cl.[CH2:32]([O:39]N)[C:33]1[CH:38]=[CH:37][CH:36]=[CH:35][CH:34]=1. The catalyst is C1COCC1. The product is [CH3:1][O:2][CH:3]([O:8][CH3:9])[CH2:4][CH2:5][CH2:6][NH:7][C:10](=[O:11])[NH:17][O:39][CH2:32][C:33]1[CH:38]=[CH:37][CH:36]=[CH:35][CH:34]=1. The yield is 0.730. (4) The reactants are Cl[C:2]1[C:11]2[C:6](=[CH:7][C:8]([O:14][CH3:15])=[C:9]([O:12][CH3:13])[CH:10]=2)[N:5]=[CH:4][CH:3]=1.[Cl:16][C:17]1[CH:18]=[N:19][C:20]([OH:24])=[C:21]([OH:23])[CH:22]=1.O. The yield is 0.250. The product is [Cl:16][C:17]1[CH:22]=[C:21]([O:23][C:2]2[C:11]3[C:6](=[CH:7][C:8]([O:14][CH3:15])=[C:9]([O:12][CH3:13])[CH:10]=3)[N:5]=[CH:4][CH:3]=2)[C:20]([OH:24])=[N:19][CH:18]=1. The catalyst is CN(C)C1C=CN=CC=1.ClC1C=CC=CC=1Cl. (5) The reactants are [CH3:1][Mg]Br.[Br:4][C:5]1[CH:6]=[CH:7][C:8]([N+:13]([O-:15])=[O:14])=[C:9]([CH:12]=1)[CH:10]=[O:11]. The yield is 0.310. The product is [Br:4][C:5]1[CH:6]=[CH:7][C:8]([N+:13]([O-:15])=[O:14])=[C:9]([CH:10]([OH:11])[CH3:1])[CH:12]=1. The catalyst is O1CCCC1. (6) The reactants are [C:1]1(P(C2C=CC=CC=2)C2C=CC=CC=2CN[C@@H]2CCCC[C@H]2NCC2C=CC=CC=2P(C2C=CC=CC=2)C2C=CC=CC=2)C=CC=CC=1.[F:49][C:50]([F:89])([F:88])[C:51]1[CH:52]=[C:53]([CH:81]=[C:82]([C:84]([F:87])([F:86])[F:85])[CH:83]=1)[CH2:54][N:55]([CH2:62][C:63]1[CH:68]=[C:67]([C:69]([F:72])([F:71])[F:70])[CH:66]=[CH:65][C:64]=1[C:73]([CH:75]1[CH2:80][CH2:79][CH2:78][CH2:77][CH2:76]1)=[O:74])[C:56]1[N:57]=[N:58][N:59]([CH3:61])[N:60]=1.[OH-].[K+]. The catalyst is C(O)(C)C. The product is [F:89][C:50]([F:49])([F:88])[C:51]1[CH:52]=[C:53]([CH:81]=[C:82]([C:84]([F:85])([F:86])[F:87])[CH:83]=1)[CH2:54][N:55]([CH2:62][C:63]1[CH:68]=[C:67]([C:69]([F:72])([F:71])[F:70])[CH:66]=[CH:65][C:64]=1[C@H:73]([CH:75]1[CH2:80][CH2:79][CH2:78][CH2:77][CH2:76]1)[O:74][CH3:1])[C:56]1[N:57]=[N:58][N:59]([CH3:61])[N:60]=1. The yield is 0.920. (7) The reactants are [CH3:1][O:2][C:3]1[N:8]=[CH:7][C:6]([NH:9][C:10]2[C:15]([C:16]3[N:21]=[C:20]([CH3:22])[N:19]=[C:18](SC)[N:17]=3)=[CH:14][N:13]=[C:12]([N:25]3[CH2:30][CH2:29][CH2:28][CH2:27][CH2:26]3)[N:11]=2)=[CH:5][CH:4]=1.[NH3:31]. The catalyst is O1CCOCC1. The product is [CH3:1][O:2][C:3]1[N:8]=[CH:7][C:6]([NH:9][C:10]2[C:15]([C:16]3[N:21]=[C:20]([CH3:22])[N:19]=[C:18]([NH2:31])[N:17]=3)=[CH:14][N:13]=[C:12]([N:25]3[CH2:30][CH2:29][CH2:28][CH2:27][CH2:26]3)[N:11]=2)=[CH:5][CH:4]=1. The yield is 0.880. (8) The reactants are [C:1]([O:4][CH2:5][C:6]([CH3:45])([CH3:44])[CH2:7][N:8]1[C:14]2[CH:15]=[CH:16][C:17]([Cl:19])=[CH:18][C:13]=2[C@@H:12]([C:20]2[CH:25]=[CH:24][CH:23]=[C:22]([O:26][CH3:27])[C:21]=2[O:28][CH3:29])[O:11][C@H:10]([CH2:30][C:31]([NH:33][CH2:34][C:35](=O)[CH2:36][C:37]([O:39][CH2:40][CH3:41])=[O:38])=O)[C:9]1=[O:43])(=[O:3])[CH3:2].COC1C=CC(P2(SP(C3C=CC(OC)=CC=3)(=S)S2)=[S:55])=CC=1. The catalyst is C1COCC1. The product is [C:1]([O:4][CH2:5][C:6]([CH3:45])([CH3:44])[CH2:7][N:8]1[C:14]2[CH:15]=[CH:16][C:17]([Cl:19])=[CH:18][C:13]=2[C@@H:12]([C:20]2[CH:25]=[CH:24][CH:23]=[C:22]([O:26][CH3:27])[C:21]=2[O:28][CH3:29])[O:11][C@H:10]([CH2:30][C:31]2[S:55][C:35]([CH2:36][C:37]([O:39][CH2:40][CH3:41])=[O:38])=[CH:34][N:33]=2)[C:9]1=[O:43])(=[O:3])[CH3:2]. The yield is 0.820.